This data is from Full USPTO retrosynthesis dataset with 1.9M reactions from patents (1976-2016). The task is: Predict the reactants needed to synthesize the given product. (1) Given the product [C:1]([O:5][C:6](=[O:20])[N:7]([C@@H:9]([CH2:13][C:14]1[CH:19]=[CH:18][CH:17]=[CH:16][CH:15]=1)[CH2:10][CH2:11][NH:12][C:27]([C:22]1[CH:23]=[CH:24][CH:25]=[CH:26][N:21]=1)=[O:28])[CH3:8])([CH3:4])([CH3:2])[CH3:3], predict the reactants needed to synthesize it. The reactants are: [C:1]([O:5][C:6](=[O:20])[N:7]([C@@H:9]([CH2:13][C:14]1[CH:19]=[CH:18][CH:17]=[CH:16][CH:15]=1)[CH2:10][CH2:11][NH2:12])[CH3:8])([CH3:4])([CH3:3])[CH3:2].[N:21]1[CH:26]=[CH:25][CH:24]=[CH:23][C:22]=1[C:27](O)=[O:28].C1C=CC2N(O)N=NC=2C=1.Cl.C(N(CC)CC)C. (2) Given the product [CH2:22]([O:23][C:12]1[NH:13][C@@H:3]([C:14]2[CH:19]=[CH:18][C:17]([F:20])=[CH:16][CH:15]=2)[CH2:4][CH2:5][C:6]=1[C:7]([O:9][CH2:10][CH3:11])=[O:8])[CH3:21], predict the reactants needed to synthesize it. The reactants are: Cl.N[C@@H:3]([C:14]1[CH:19]=[CH:18][C:17]([F:20])=[CH:16][CH:15]=1)[CH2:4][CH2:5][CH:6]([C:12]#[N:13])[C:7]([O:9][CH2:10][CH3:11])=[O:8].[CH3:21][CH2:22][OH:23]. (3) The reactants are: Cl.[CH3:2][O:3][C:4]1[CH:16]=[CH:15][C:7]([CH2:8][C@@H:9]([C:11]([O:13][CH3:14])=[O:12])[NH2:10])=[CH:6][CH:5]=1.C(N(CC)CC)C.[C:24]([C:26]1[CH:36]=[CH:35][CH:34]=[CH:33][C:27]=1[CH:28]=[CH:29][C:30](O)=[O:31])#[N:25].CCN=C=NCCCN(C)C.Cl. Given the product [C:24]([C:26]1[CH:36]=[CH:35][CH:34]=[CH:33][C:27]=1[CH:28]=[CH:29][C:30]([NH:10][C@H:9]([C:11]([O:13][CH3:14])=[O:12])[CH2:8][C:7]1[CH:6]=[CH:5][C:4]([O:3][CH3:2])=[CH:16][CH:15]=1)=[O:31])#[N:25], predict the reactants needed to synthesize it. (4) Given the product [CH3:24][O:25][C:26]1[CH:27]=[N:28][CH:29]=[CH:30][C:31]=1[C:2]1[C:6]2[C:7](=[O:23])[N:8]([CH2:11][CH2:12][C:13]3[CH:22]=[CH:21][C:20]4[C:15](=[CH:16][CH:17]=[CH:18][CH:19]=4)[N:14]=3)[CH:9]=[CH:10][C:5]=2[S:4][CH:3]=1, predict the reactants needed to synthesize it. The reactants are: Br[C:2]1[C:6]2[C:7](=[O:23])[N:8]([CH2:11][CH2:12][C:13]3[CH:22]=[CH:21][C:20]4[C:15](=[CH:16][CH:17]=[CH:18][CH:19]=4)[N:14]=3)[CH:9]=[CH:10][C:5]=2[S:4][CH:3]=1.[CH3:24][O:25][C:26]1[CH:27]=[N:28][CH:29]=[CH:30][C:31]=1B(O)O.C([O-])([O-])=O.[Na+].[Na+].Cl. (5) Given the product [Cl:23][CH2:24][C:25]([NH:22][C:20]1[CH:19]=[CH:18][C:16]2[N:17]=[C:12]([NH:11][CH:4]3[C:5]4[C:10](=[CH:9][CH:8]=[CH:7][CH:6]=4)[O:1][CH2:2][CH2:3]3)[O:13][CH2:14][C:15]=2[CH:21]=1)=[O:26], predict the reactants needed to synthesize it. The reactants are: [O:1]1[C:10]2[C:5](=[CH:6][CH:7]=[CH:8][CH:9]=2)[CH:4]([NH:11][C:12]2[O:13][CH2:14][C:15]3[CH:21]=[C:20]([NH2:22])[CH:19]=[CH:18][C:16]=3[N:17]=2)[CH2:3][CH2:2]1.[Cl:23][CH2:24][C:25](Cl)=[O:26]. (6) Given the product [CH3:8][N:9]([CH3:10])[CH2:2][CH:3]=[CH:4][C:5]([OH:7])=[O:6], predict the reactants needed to synthesize it. The reactants are: Br[CH2:2][CH:3]=[CH:4][C:5]([OH:7])=[O:6].[CH3:8][NH:9][CH3:10].C(Cl)CCl. (7) Given the product [C:17]([O:16][C:12](=[O:15])[CH:13]=[CH:14][C:2]1[C:11]2[C:6](=[CH:7][CH:8]=[CH:9][CH:10]=2)[CH:5]=[N:4][CH:3]=1)([CH3:20])([CH3:19])[CH3:18], predict the reactants needed to synthesize it. The reactants are: Br[C:2]1[C:11]2[C:6](=[CH:7][CH:8]=[CH:9][CH:10]=2)[CH:5]=[N:4][CH:3]=1.[C:12]([O:16][C:17]([CH3:20])([CH3:19])[CH3:18])(=[O:15])[CH:13]=[CH2:14].C1(C)C=CC=CC=1P(C1C=CC=CC=1C)C1C=CC=CC=1C.C(N(CC)CC)C.[K+].[Br-]. (8) Given the product [Cl:31][C:3]1[CH:4]=[C:5]([O:6][C:7]2[C:16]3[C:11](=[CH:12][C:13]([O:19][CH2:20][C@@H:21]([OH:28])[CH2:22][N:23]([CH2:26][CH3:27])[CH2:24][CH3:25])=[C:14]([C:17]#[N:18])[CH:15]=3)[N:10]=[CH:9][CH:8]=2)[CH:29]=[CH:30][C:2]=1[NH:1][C:37]([NH:32][CH:33]1[CH2:35][CH2:34]1)=[O:40], predict the reactants needed to synthesize it. The reactants are: [NH2:1][C:2]1[CH:30]=[CH:29][C:5]([O:6][C:7]2[C:16]3[C:11](=[CH:12][C:13]([O:19][CH2:20][C@@H:21]([OH:28])[CH2:22][N:23]([CH2:26][CH3:27])[CH2:24][CH3:25])=[C:14]([C:17]#[N:18])[CH:15]=3)[N:10]=[CH:9][CH:8]=2)=[CH:4][C:3]=1[Cl:31].[N:32]1[CH:37]=C[CH:35]=[CH:34][CH:33]=1.ClC(OC1C=CC=CC=1)=[O:40].C1(N)CC1.C(=O)(O)[O-].[Na+]. (9) Given the product [CH2:30]([O:29][C:15]1[CH:16]=[C:17]([O:21][CH2:22][C:23]2[CH:28]=[CH:27][CH:26]=[CH:25][CH:24]=2)[C:18]([Cl:20])=[CH:19][C:14]=1[C:9]1[O:8][N:7]=[C:6]([C:4]([NH:3][CH2:1][CH3:2])=[O:5])[C:10]=1[NH2:11])[C:31]1[CH:32]=[CH:33][CH:34]=[CH:35][CH:36]=1, predict the reactants needed to synthesize it. The reactants are: [CH2:1]([NH:3][C:4]([C:6]1[C:10]([N+:11]([O-])=O)=[C:9]([C:14]2[CH:19]=[C:18]([Cl:20])[C:17]([O:21][CH2:22][C:23]3[CH:28]=[CH:27][CH:26]=[CH:25][CH:24]=3)=[CH:16][C:15]=2[O:29][CH2:30][C:31]2[CH:36]=[CH:35][CH:34]=[CH:33][CH:32]=2)[O:8][N:7]=1)=[O:5])[CH3:2].[NH4+].[Cl-]. (10) Given the product [O:4]1[CH2:5][CH2:6][N:1]([C:7]2([C:16]#[N:17])[CH2:10][CH2:9][CH2:8]2)[CH2:2][CH2:3]1, predict the reactants needed to synthesize it. The reactants are: [NH:1]1[CH2:6][CH2:5][O:4][CH2:3][CH2:2]1.[C:7]1(=O)[CH2:10][CH2:9][CH2:8]1.[Si]([C:16]#[N:17])(C)(C)C.C([O-])([O-])=O.[K+].[K+].